From a dataset of Forward reaction prediction with 1.9M reactions from USPTO patents (1976-2016). Predict the product of the given reaction. (1) Given the reactants C[O:2][C:3]1[CH:8]=[CH:7][C:6]([C:9]2[CH:18]=[CH:17][CH:16]=[C:15]3[C:10]=2[CH:11]=[CH:12][N:13]=[C:14]3[NH:19][C:20]2[CH:21]=[C:22]3[C:27](=[CH:28][CH:29]=2)[N:26]=[CH:25][CH:24]=[CH:23]3)=[CH:5][N:4]=1, predict the reaction product. The product is: [NH:4]1[CH:5]=[C:6]([C:9]2[CH:18]=[CH:17][CH:16]=[C:15]3[C:10]=2[CH:11]=[CH:12][N:13]=[C:14]3[NH:19][C:20]2[CH:21]=[C:22]3[C:27](=[CH:28][CH:29]=2)[N:26]=[CH:25][CH:24]=[CH:23]3)[CH:7]=[CH:8][C:3]1=[O:2]. (2) Given the reactants C(O)C.[Br:4][C:5]1[C:6]([CH3:16])=[C:7]([N+:13]([O-:15])=[O:14])[C:8]([O:11][CH3:12])=[N:9][CH:10]=1.[C:17](OCC)(=[O:23])[C:18]([O:20][CH2:21][CH3:22])=[O:19].[O-]CC.[K+], predict the reaction product. The product is: [Br:4][C:5]1[C:6](/[CH:16]=[C:17](\[OH:23])/[C:18]([O:20][CH2:21][CH3:22])=[O:19])=[C:7]([N+:13]([O-:15])=[O:14])[C:8]([O:11][CH3:12])=[N:9][CH:10]=1. (3) Given the reactants C(OC(=O)[N:7]([CH2:23][C:24]1[CH:32]=[CH:31][C:27]2[O:28][CH2:29][O:30][C:26]=2[CH:25]=1)[CH2:8][CH2:9][CH2:10][N:11]([C:13]1[S:17][N:16]=[C:15]([N:18]2[CH:22]=[CH:21][N:20]=[CH:19]2)[N:14]=1)[CH3:12])(C)(C)C, predict the reaction product. The product is: [O:28]1[C:27]2[CH:31]=[CH:32][C:24]([CH2:23][NH:7][CH2:8][CH2:9][CH2:10][N:11]([C:13]3[S:17][N:16]=[C:15]([N:18]4[CH:22]=[CH:21][N:20]=[CH:19]4)[N:14]=3)[CH3:12])=[CH:25][C:26]=2[O:30][CH2:29]1. (4) Given the reactants [F:1][C:2]1[N:7]=[C:6]([NH:8][NH:9][C:10](=O)[CH:11]([CH2:21][C:22]2[CH:23]=[N:24][C:25]([O:28][CH3:29])=[CH:26][CH:27]=2)[CH2:12][NH:13][C:14](=[O:20])[O:15][C:16]([CH3:19])([CH3:18])[CH3:17])[CH:5]=[C:4]([C:31]2[CH:36]=[CH:35][N:34]=[C:33]([NH:37][C:38]3[N:39]([CH3:43])[N:40]=[CH:41][CH:42]=3)[N:32]=2)[CH:3]=1.C1C=CC(P(C2C=CC=CC=2)C2C=CC=CC=2)=CC=1.BrBr.CCN(C(C)C)C(C)C, predict the reaction product. The product is: [F:1][C:2]1[N:7]2[C:10]([CH:11]([CH2:21][C:22]3[CH:23]=[N:24][C:25]([O:28][CH3:29])=[CH:26][CH:27]=3)[CH2:12][NH:13][C:14](=[O:20])[O:15][C:16]([CH3:19])([CH3:18])[CH3:17])=[N:9][N:8]=[C:6]2[CH:5]=[C:4]([C:31]2[CH:36]=[CH:35][N:34]=[C:33]([NH:37][C:38]3[N:39]([CH3:43])[N:40]=[CH:41][CH:42]=3)[N:32]=2)[CH:3]=1. (5) Given the reactants N#N.Br[C:4]1[C:13]2[CH2:12][CH2:11][CH2:10][CH2:9][C:8]=2[C:7]([O:14][CH2:15][CH2:16][N:17]([CH3:19])[CH3:18])=[CH:6][CH:5]=1.C([Li])CCC.[B:25](OCC)([O:29]CC)[O:26]CC, predict the reaction product. The product is: [CH3:18][N:17]([CH2:16][CH2:15][O:14][C:7]1[C:8]2[CH2:9][CH2:10][CH2:11][CH2:12][C:13]=2[C:4]([B:25]([OH:29])[OH:26])=[CH:5][CH:6]=1)[CH3:19]. (6) Given the reactants CN(C([O:8]N1N=NC2C=CC=NC1=2)=[N+](C)C)C.F[P-](F)(F)(F)(F)F.[CH2:25]1[CH2:29][O:28][CH2:27][CH2:26]1.[Br:30][C:31]1[CH:32]=[CH:33][C:34]([C:37]([OH:39])=O)=[N:35][CH:36]=1.CC[N:42]([CH:46](C)C)C(C)C, predict the reaction product. The product is: [Br:30][C:31]1[CH:32]=[CH:33][C:34]([C:37]([NH:42][CH2:46][CH2:26][C:27]([O:28][CH2:29][CH3:25])=[O:8])=[O:39])=[N:35][CH:36]=1. (7) Given the reactants [CH2:1]([CH:4]1[CH2:9][CH2:8][N:7]([C:10]([O:12][C:13]2[CH:18]=[CH:17][C:16]([Cl:19])=[CH:15][CH:14]=2)=[O:11])[CH2:6][CH2:5]1)[C:2]#[CH:3].I[C:21]1[N:22]=[C:23]([NH2:39])[C:24]2[N:25]=[CH:26][N:27]([C:37]=2[N:38]=1)[C@@H:28]1[O:36][C@H:33]([CH2:34][OH:35])[C@@H:31]([OH:32])[C@H:29]1[OH:30], predict the reaction product. The product is: [Cl:19][C:16]1[CH:15]=[CH:14][C:13]([O:12][C:10]([N:7]2[CH2:8][CH2:9][CH:4]([CH2:1][C:2]#[C:3][C:21]3[N:22]=[C:23]([NH2:39])[C:24]4[N:25]=[CH:26][N:27]([C:37]=4[N:38]=3)[C@@H:28]3[O:36][C@H:33]([CH2:34][OH:35])[C@@H:31]([OH:32])[C@H:29]3[OH:30])[CH2:5][CH2:6]2)=[O:11])=[CH:18][CH:17]=1.